This data is from Forward reaction prediction with 1.9M reactions from USPTO patents (1976-2016). The task is: Predict the product of the given reaction. Given the reactants [NH2:1][C:2]1[N:11]=[C:10]([CH3:12])[C:9]2[C:8](=O)[CH2:7][CH:6]([C:14]3[CH:19]=[CH:18][CH:17]=[CH:16][C:15]=3[C:20]3[CH:25]=[CH:24][N:23]=[CH:22][CH:21]=3)[CH2:5][C:4]=2[N:3]=1.NC1N=C(C)C2C(=[N:38][OH:39])CC(C3C=CC=CC=3C3C=CC=CC=3)CC=2N=1, predict the reaction product. The product is: [NH2:1][C:2]1[N:11]=[C:10]([CH3:12])[C:9]2[C:8](=[N:38][OH:39])[CH2:7][CH:6]([C:14]3[CH:19]=[CH:18][CH:17]=[CH:16][C:15]=3[C:20]3[CH:25]=[CH:24][N:23]=[CH:22][CH:21]=3)[CH2:5][C:4]=2[N:3]=1.